Dataset: Full USPTO retrosynthesis dataset with 1.9M reactions from patents (1976-2016). Task: Predict the reactants needed to synthesize the given product. (1) Given the product [Cl:13][C:9]1[CH:10]=[CH:11][C:12]2[N:4]([CH2:1]/[CH:2]=[CH:3]/[C:20]3[CH:25]=[CH:24][N:23]=[CH:22][CH:21]=3)[C:5]3[CH2:17][CH2:16][N:15]([CH3:18])[CH2:14][C:6]=3[C:7]=2[CH:8]=1, predict the reactants needed to synthesize it. The reactants are: [CH2:1]([N:4]1[C:12]2[CH:11]=[CH:10][C:9]([Cl:13])=[CH:8][C:7]=2[C:6]2[CH2:14][N:15]([CH3:18])[CH2:16][CH2:17][C:5]1=2)[CH:2]=[CH2:3].Br[C:20]1[CH:25]=[CH:24][N:23]=[CH:22][CH:21]=1.C1(P(C2C=CC=CC=2)C2C=CC=CC=2)C=CC=CC=1.C(N(CC)CC)C. (2) Given the product [NH2:1][C:2]([O:4][C@@H:5]([C@@H:48]([CH3:53])/[CH:49]=[CH:50]\[CH:51]=[CH2:52])[C@@H:6]([CH3:47])[C@H:7]([OH:39])[C@@H:8]([CH3:38])[CH2:9]/[C:10](/[CH3:37])=[CH:11]\[CH:12]([CH3:36])[CH:13]([OH:28])[CH:14]([CH3:27])/[CH:15]=[CH:16]\[C:17]([N:19]([CH3:26])[C:20]1[CH:21]=[CH:22][CH:23]=[CH:24][CH:25]=1)=[O:18])=[O:3], predict the reactants needed to synthesize it. The reactants are: [NH2:1][C:2]([O:4][C@@H:5]([C@@H:48]([CH3:53])/[CH:49]=[CH:50]\[CH:51]=[CH2:52])[C@@H:6]([CH3:47])[C@H:7]([O:39][Si](C(C)(C)C)(C)C)[C@@H:8]([CH3:38])[CH2:9]/[C:10](/[CH3:37])=[CH:11]\[C@H:12]([CH3:36])[C@@H:13]([O:28][Si](C(C)(C)C)(C)C)[C@@H:14]([CH3:27])/[CH:15]=[CH:16]\[C:17]([N:19]([CH3:26])[C:20]1[CH:25]=[CH:24][CH:23]=[CH:22][CH:21]=1)=[O:18])=[O:3].Cl.C([O-])(O)=O.[Na+]. (3) Given the product [CH3:4][CH2:3][CH2:2][CH2:21][CH2:20][CH:6]([C:7]1[CH:11]=[C:10]([CH2:12][OH:14])[N:9]([CH2:17][CH2:18][CH3:19])[N:8]=1)[C:5]1[CH:4]=[CH:3][CH:2]=[CH:21][CH:20]=1, predict the reactants needed to synthesize it. The reactants are: C[C:2]1[CH:21]=[CH:20][C:5]([CH2:6][C:7]2[CH:11]=[C:10]([C:12]([O:14]CC)=O)[N:9]([CH2:17][CH2:18][CH3:19])[N:8]=2)=[CH:4][CH:3]=1.[H-].[Al+3].[Li+].[H-].[H-].[H-]. (4) Given the product [C:1]([C:3]1([C:37]2[CH:42]=[CH:41][CH:40]=[CH:39][N:38]=2)[CH2:4][CH2:5][N:6]([CH2:9][C:10]2[CH:11]=[C:12]([C:21]([NH:23][CH:24]3[CH2:29][CH2:28][CH2:27][NH:26][CH2:25]3)=[O:22])[C:13](=[O:20])[N:14]3[C:19]=2[CH:18]=[CH:17][CH:16]=[CH:15]3)[CH2:7][CH2:8]1)#[N:2], predict the reactants needed to synthesize it. The reactants are: [C:1]([C:3]1([C:37]2[CH:42]=[CH:41][CH:40]=[CH:39][N:38]=2)[CH2:8][CH2:7][N:6]([CH2:9][C:10]2[CH:11]=[C:12]([C:21]([NH:23][CH:24]3[CH2:29][CH2:28][CH2:27][N:26](C(OC(C)(C)C)=O)[CH2:25]3)=[O:22])[C:13](=[O:20])[N:14]3[C:19]=2[CH:18]=[CH:17][CH:16]=[CH:15]3)[CH2:5][CH2:4]1)#[N:2].FC(F)(F)C(O)=O.C(=O)(O)[O-].[Na+]. (5) Given the product [F:17][C:18]1[CH:19]=[C:20]([N:24]2[CH2:29][CH2:28][N:27]([C@H:2]3[CH2:6][CH2:5][C@@H:4]([C:7]([O:9][CH2:10][C:11]4[CH:16]=[CH:15][CH:14]=[CH:13][CH:12]=4)=[O:8])[CH2:3]3)[CH2:26][CH2:25]2)[CH:21]=[CH:22][CH:23]=1, predict the reactants needed to synthesize it. The reactants are: O=[C:2]1[CH2:6][CH2:5][C@@H:4]([C:7]([O:9][CH2:10][C:11]2[CH:16]=[CH:15][CH:14]=[CH:13][CH:12]=2)=[O:8])[CH2:3]1.[F:17][C:18]1[CH:19]=[C:20]([N:24]2[CH2:29][CH2:28][NH:27][CH2:26][CH2:25]2)[CH:21]=[CH:22][CH:23]=1.C(O)(=O)C.C(O[BH-](OC(=O)C)OC(=O)C)(=O)C.[Na+].C(=O)(O)[O-].[Na+]. (6) The reactants are: C[O:2][C:3]([C:5]1[C:13]2[N:12]=[CH:11][NH:10][C:9]=2[CH:8]=[CH:7][CH:6]=1)=O.[H-].[H-].[H-].[H-].[Li+].[Al+3]. Given the product [NH:10]1[C:9]2[CH:8]=[CH:7][CH:6]=[C:5]([CH2:3][OH:2])[C:13]=2[N:12]=[CH:11]1, predict the reactants needed to synthesize it. (7) Given the product [Br:1][C:2]1[CH:7]=[CH:6][C:5]([C:8]2[O:12][C:11]([NH:13][C:14]3[CH:15]=[CH:16][CH:17]=[C:18]4[C:23]=3[CH2:22][C:21](=[O:24])[CH2:20][CH2:19]4)=[N:10][CH:9]=2)=[CH:4][CH:3]=1, predict the reactants needed to synthesize it. The reactants are: [Br:1][C:2]1[CH:7]=[CH:6][C:5]([C:8]2[O:12][C:11]([NH:13][C:14]3[C:23]4[CH2:22][C:21]([O:24]CC)=[CH:20][CH2:19][C:18]=4[CH:17]=[CH:16][CH:15]=3)=[N:10][CH:9]=2)=[CH:4][CH:3]=1.C(OC1CC2C(NC3OC(C4C=CC(C(F)(F)F)=CC=4)=CN=3)=CC=CC=2CC=1)C. (8) Given the product [CH:22]([C:2]1[CH:7]=[CH:6][C:5]([C@@H:8]([NH:10][C:11](=[O:13])[CH3:12])[CH3:9])=[CH:4][CH:3]=1)=[O:23], predict the reactants needed to synthesize it. The reactants are: Br[C:2]1[CH:7]=[CH:6][C:5]([C@@H:8]([NH:10][C:11](=[O:13])[CH3:12])[CH3:9])=[CH:4][CH:3]=1.[Li+].CCC[CH2-].CN([CH:22]=[O:23])C. (9) Given the product [OH:14][CH2:13][C:10]1([CH2:9][NH:8][C:6](=[O:7])[O:5][C:1]([CH3:3])([CH3:2])[CH3:4])[CH2:12][CH2:11]1, predict the reactants needed to synthesize it. The reactants are: [C:1]([O:5][C:6]([NH:8][CH2:9][C:10]1([C:13](OC)=[O:14])[CH2:12][CH2:11]1)=[O:7])([CH3:4])([CH3:3])[CH3:2].[H-].[Al+3].[Li+].[H-].[H-].[H-].O.[OH-].[Na+].